Dataset: NCI-60 drug combinations with 297,098 pairs across 59 cell lines. Task: Regression. Given two drug SMILES strings and cell line genomic features, predict the synergy score measuring deviation from expected non-interaction effect. Drug 1: CC12CCC3C(C1CCC2=O)CC(=C)C4=CC(=O)C=CC34C. Drug 2: CC(C)(C#N)C1=CC(=CC(=C1)CN2C=NC=N2)C(C)(C)C#N. Cell line: HCT-15. Synergy scores: CSS=34.8, Synergy_ZIP=0.640, Synergy_Bliss=0.987, Synergy_Loewe=1.07, Synergy_HSA=0.750.